From a dataset of Forward reaction prediction with 1.9M reactions from USPTO patents (1976-2016). Predict the product of the given reaction. (1) Given the reactants [CH2:1]([C:3]1[S:7][C:6]([C:8](=[O:24])[CH:9]=[CH:10][C:11]2[CH:16]=[C:15]([CH3:17])[C:14]([CH2:18][CH2:19][C:20]([OH:22])=[O:21])=[C:13]([CH3:23])[CH:12]=2)=[C:5]2[CH2:25][CH2:26][C:27]([CH3:30])([CH3:29])[CH2:28][C:4]=12)[CH3:2].CCN(C(C)C)C(C)C, predict the reaction product. The product is: [CH2:1]([C:3]1[S:7][C:6]([C:8](=[O:24])[CH2:9][CH2:10][C:11]2[CH:16]=[C:15]([CH3:17])[C:14]([CH2:18][CH2:19][C:20]([OH:22])=[O:21])=[C:13]([CH3:23])[CH:12]=2)=[C:5]2[CH2:25][CH2:26][C:27]([CH3:29])([CH3:30])[CH2:28][C:4]=12)[CH3:2]. (2) Given the reactants [CH3:1][C@@H:2]1[C:8]2[C:9]([CH2:11][C@H:12]([CH3:13])[C:7]=2[CH2:6][C@H:5]([C:14]([CH3:16])=[CH2:15])[CH2:4][CH2:3]1)=O.C[C@@H]1[C@H]2C(=C(C)CC[C@@H](C(C)=C)C2)[C@H](O)C1.C[C@@H]1[C@H]2C(=C(C)CC[C@@H](C(C)=C)C2)[C@@H](O)C1, predict the reaction product. The product is: [CH3:13][C@@H:12]1[C@H:7]2[C:8](=[C:2]([CH3:1])[CH2:3][CH2:4][C@@H:5]([C:14]([CH3:16])=[CH2:15])[CH2:6]2)[CH2:9][CH2:11]1. (3) Given the reactants [CH3:1][O:2][C:3]([C:5]1[CH:10]=[CH:9][CH:8]=[CH:7][C:6]=1[S:11][CH2:12][C:13]1[N:18]=[CH:17][C:16]([C:19]([O:21][CH3:22])=[O:20])=[CH:15][CH:14]=1)=[O:4].[BH3-]C#N.[Na+], predict the reaction product. The product is: [CH3:1][O:2][C:3]([C:5]1[CH:10]=[CH:9][CH:8]=[CH:7][C:6]=1[S:11][CH2:12][C@@H:13]1[NH:18][CH2:17][C@@H:16]([C:19]([O:21][CH3:22])=[O:20])[CH2:15][CH2:14]1)=[O:4]. (4) Given the reactants [C:1]([C:5]1[CH:9]=[C:8]([NH:10][C:11]([NH:13][C@@H:14]2[C:23]3[C:18](=[CH:19][CH:20]=[CH:21][CH:22]=3)[C@H:17]([O:24][C:25]3[CH:26]=[CH:27][C:28]4[N:29]([C:31]([N:34]5[CH2:39][CH2:38][CH2:37][CH2:36][C@@H:35]5[CH3:40])=[N:32][N:33]=4)[CH:30]=3)[CH2:16][CH2:15]2)=[O:12])[N:7]([C:41]2[CH:42]=[C:43]([CH2:47][CH2:48][O:49]S(C)(=O)=O)[CH:44]=[CH:45][CH:46]=2)[N:6]=1)([CH3:4])([CH3:3])[CH3:2].[NH:54]1[CH2:58][CH2:57][CH2:56][CH2:55]1.C1C[O:62]CC1, predict the reaction product. The product is: [CH:48]([OH:49])=[O:62].[C:1]([C:5]1[CH:9]=[C:8]([NH:10][C:11]([NH:13][C@@H:14]2[C:23]3[C:18](=[CH:19][CH:20]=[CH:21][CH:22]=3)[C@H:17]([O:24][C:25]3[CH:26]=[CH:27][C:28]4[N:29]([C:31]([N:34]5[CH2:39][CH2:38][CH2:37][CH2:36][C@@H:35]5[CH3:40])=[N:32][N:33]=4)[CH:30]=3)[CH2:16][CH2:15]2)=[O:12])[N:7]([C:41]2[CH:46]=[CH:45][CH:44]=[C:43]([CH2:47][CH2:48][N:54]3[CH2:58][CH2:57][CH2:56][CH2:55]3)[CH:42]=2)[N:6]=1)([CH3:4])([CH3:2])[CH3:3]. (5) Given the reactants [CH3:1][O:2][C:3](=[O:18])[CH2:4][C:5]1[CH:9]=[C:8]([OH:10])[N:7]([C:11]2[CH:16]=[CH:15][CH:14]=[CH:13][C:12]=2[Cl:17])[N:6]=1.[CH3:19][O:20][C:21]1[CH:26]=[CH:25][C:24]([CH2:27][C:28](Cl)=[O:29])=[CH:23][CH:22]=1, predict the reaction product. The product is: [Cl:17][C:12]1[CH:13]=[CH:14][CH:15]=[CH:16][C:11]=1[N:7]1[C:8]([OH:10])=[C:9]([C:28](=[O:29])[CH2:27][C:24]2[CH:25]=[CH:26][C:21]([O:20][CH3:19])=[CH:22][CH:23]=2)[C:5]([CH2:4][C:3]([O:2][CH3:1])=[O:18])=[N:6]1. (6) Given the reactants [C:1]([C:4]1[CH:5]=[C:6]([NH:12]C(=O)CCC)[CH:7]=[CH:8][C:9]=1[O:10][CH3:11])(=[O:3])[CH3:2].[OH-].[Na+], predict the reaction product. The product is: [NH2:12][C:6]1[CH:7]=[CH:8][C:9]([O:10][CH3:11])=[C:4]([C:1](=[O:3])[CH3:2])[CH:5]=1. (7) Given the reactants [Cl:1][C:2]1[CH:3]=[CH:4][C:5]([O:25][CH:26]([F:28])[F:27])=[C:6]([C:8]2[C:13]([O:14][CH3:15])=[CH:12][N:11]([CH:16]([CH2:22][CH3:23])[C:17]([O:19]CC)=[O:18])[C:10](=[O:24])[CH:9]=2)[CH:7]=1.[OH-].[Li+], predict the reaction product. The product is: [Cl:1][C:2]1[CH:3]=[CH:4][C:5]([O:25][CH:26]([F:28])[F:27])=[C:6]([C:8]2[C:13]([O:14][CH3:15])=[CH:12][N:11]([CH:16]([CH2:22][CH3:23])[C:17]([OH:19])=[O:18])[C:10](=[O:24])[CH:9]=2)[CH:7]=1. (8) Given the reactants [CH3:1][N:2]1[CH:6]([C:7]([O:9][C:10]([CH3:13])([CH3:12])[CH3:11])=[O:8])[CH2:5][NH:4][C:3]1=[O:14].FC(F)(F)S(O[CH2:21][CH:22]([F:24])[F:23])(=O)=O.[H-].[Na+], predict the reaction product. The product is: [F:23][CH:22]([F:24])[CH2:21][N:4]1[CH2:5][CH:6]([C:7]([O:9][C:10]([CH3:11])([CH3:13])[CH3:12])=[O:8])[N:2]([CH3:1])[C:3]1=[O:14]. (9) Given the reactants [OH:1][C:2]1[CH:3]=[C:4]([C:8]2[C:9]([CH2:25][CH2:26][O:27][CH3:28])=[C:10]([C:22](=[O:24])[CH3:23])[C:11]([O:18][CH2:19][O:20][CH3:21])=[CH:12][C:13]=2[O:14][CH2:15][O:16][CH3:17])[CH:5]=[CH:6][CH:7]=1.C(=O)([O-])[O-].[K+].[K+].[CH2:35](Br)[C:36]1[CH:41]=[CH:40][CH:39]=[CH:38][CH:37]=1.O, predict the reaction product. The product is: [CH2:35]([O:1][C:2]1[CH:3]=[C:4]([C:8]2[C:9]([CH2:25][CH2:26][O:27][CH3:28])=[C:10]([C:22](=[O:24])[CH3:23])[C:11]([O:18][CH2:19][O:20][CH3:21])=[CH:12][C:13]=2[O:14][CH2:15][O:16][CH3:17])[CH:5]=[CH:6][CH:7]=1)[C:36]1[CH:41]=[CH:40][CH:39]=[CH:38][CH:37]=1. (10) The product is: [CH2:1]([N:5]1[C:13]2[C:8](=[C:9]([C:17]3[O:18][CH:19]=[CH:20][N:21]=3)[CH:10]=[C:11]([C:14]([NH:22][C@@H:23]([CH2:37][C:38]3[CH:39]=[C:40]([F:45])[CH:41]=[C:42]([F:44])[CH:43]=3)[C@H:24]([OH:36])[CH2:25][NH:26][CH2:27][C:28]3[CH:33]=[CH:32][CH:31]=[C:30]([CH2:34][CH3:35])[CH:29]=3)=[O:16])[CH:12]=2)[CH:7]=[CH:6]1)[CH2:2][CH2:3][CH3:4]. Given the reactants [CH2:1]([N:5]1[C:13]2[C:8](=[C:9]([C:17]3[O:18][CH:19]=[CH:20][N:21]=3)[CH:10]=[C:11]([C:14]([OH:16])=O)[CH:12]=2)[CH:7]=[CH:6]1)[CH2:2][CH2:3][CH3:4].[NH2:22][C@@H:23]([CH2:37][C:38]1[CH:43]=[C:42]([F:44])[CH:41]=[C:40]([F:45])[CH:39]=1)[C@H:24]([OH:36])[CH2:25][NH:26][CH2:27][C:28]1[CH:33]=[CH:32][CH:31]=[C:30]([CH2:34][CH3:35])[CH:29]=1, predict the reaction product.